Predict the reactants needed to synthesize the given product. From a dataset of Full USPTO retrosynthesis dataset with 1.9M reactions from patents (1976-2016). (1) Given the product [OH:45][CH:36]([CH2:37][O:38][C:39]1[CH:44]=[CH:43][CH:42]=[CH:41][CH:40]=1)[CH2:35][NH:34][C:16]([C@@H:9]1[CH2:10][C:11](=[N:13][O:14][CH3:15])[CH2:12][N:8]1[C:6](=[O:7])[C:28]1[CH:27]=[CH:26][C:25]([C:21]2[CH:20]=[N:19][CH:24]=[CH:23][CH:22]=2)=[CH:33][CH:32]=1)=[O:18], predict the reactants needed to synthesize it. The reactants are: C(O[C:6]([N:8]1[CH2:12][C:11](=[N:13][O:14][CH3:15])[CH2:10][C@H:9]1[C:16]([OH:18])=O)=[O:7])(C)(C)C.[N:19]1[CH:24]=[CH:23][CH:22]=[C:21]([C:25]2[CH:33]=[CH:32][C:28](C(O)=O)=[CH:27][CH:26]=2)[CH:20]=1.[NH2:34][CH2:35][CH:36]([OH:45])[CH2:37][O:38][C:39]1[CH:44]=[CH:43][CH:42]=[CH:41][CH:40]=1. (2) Given the product [Br:12][C:10]1[CH:9]=[CH:8][C:4]([C:5]([N:50]2[CH2:51][CH2:52][N:47]([CH3:46])[CH2:48][CH2:49]2)=[O:7])=[C:3]([C:2]([F:1])([F:14])[F:13])[CH:11]=1, predict the reactants needed to synthesize it. The reactants are: [F:1][C:2]([F:14])([F:13])[C:3]1[CH:11]=[C:10]([Br:12])[CH:9]=[CH:8][C:4]=1[C:5]([OH:7])=O.CN1CCOCC1.CN(C(ON1N=NC2C=CC=NC1=2)=[N+](C)C)C.F[P-](F)(F)(F)(F)F.[CH3:46][N:47]1[CH2:52][CH2:51][NH:50][CH2:49][CH2:48]1. (3) Given the product [CH2:23]([O:22][C:8]1[C:7]([O:30][CH3:31])=[CH:6][C:5]2[N:4]=[CH:3][C:2]3[NH:1][C:33](=[O:34])[N:12]([C:13]4[CH:20]=[CH:19][C:16]([C:17]#[N:18])=[CH:15][C:14]=4[F:21])[C:11]=3[C:10]=2[CH:9]=1)[C:24]1[CH:25]=[CH:26][CH:27]=[CH:28][CH:29]=1, predict the reactants needed to synthesize it. The reactants are: [NH2:1][C:2]1[CH:3]=[N:4][C:5]2[C:10]([C:11]=1[NH:12][C:13]1[CH:20]=[CH:19][C:16]([C:17]#[N:18])=[CH:15][C:14]=1[F:21])=[CH:9][C:8]([O:22][CH2:23][C:24]1[CH:29]=[CH:28][CH:27]=[CH:26][CH:25]=1)=[C:7]([O:30][CH3:31])[CH:6]=2.Cl[C:33](OC(Cl)(Cl)Cl)=[O:34].C([O-])([O-])=O.[Na+].[Na+].O. (4) Given the product [Br:26][CH:5]([C:4]([F:18])([F:17])[C:3]([F:20])([F:19])[C:2]([F:25])([F:1])[C:21]([F:24])([F:23])[F:22])[CH2:6][CH2:7][CH2:8][CH2:9][CH2:10][CH2:11][CH2:12][CH2:13][CH2:14][CH3:15], predict the reactants needed to synthesize it. The reactants are: [F:1][C:2]([F:25])([C:21]([F:24])([F:23])[F:22])[C:3]([F:20])([F:19])[C:4]([F:18])([F:17])[CH2:5][CH2:6][CH2:7][CH2:8][CH2:9][CH2:10][CH2:11][CH2:12][CH2:13][CH2:14][CH2:15]O.[BrH:26].S(=O)(=O)(O)O. (5) Given the product [C:3]([N:6]1[C:15]2[C:10](=[C:11]([O:29][CH2:30][CH2:31][CH3:32])[C:12]([CH:16]3[CH2:21][CH2:20][N:19]([C:22]([O:24][C:25]([CH3:27])([CH3:26])[CH3:28])=[O:23])[CH2:18][CH2:17]3)=[CH:13][CH:14]=2)[CH2:9][CH2:8][C@@H:7]1[CH3:33])(=[O:5])[CH3:4], predict the reactants needed to synthesize it. The reactants are: [H][H].[C:3]([N:6]1[C:15]2[C:10](=[C:11]([O:29][CH2:30][CH2:31][CH3:32])[C:12]([C:16]3[CH2:21][CH2:20][N:19]([C:22]([O:24][C:25]([CH3:28])([CH3:27])[CH3:26])=[O:23])[CH2:18][CH:17]=3)=[CH:13][CH:14]=2)[CH2:9][CH2:8][C@@H:7]1[CH3:33])(=[O:5])[CH3:4]. (6) Given the product [NH2:2][CH2:1][C:3]1[CH:4]=[C:5]([C:9]2([C:22]#[N:23])[CH2:10][CH2:11][N:12]([C:15]([O:17][C:18]([CH3:19])([CH3:20])[CH3:21])=[O:16])[CH2:13][CH2:14]2)[CH:6]=[CH:7][CH:8]=1, predict the reactants needed to synthesize it. The reactants are: [C:1]([C:3]1[CH:4]=[C:5]([C:9]2([C:22]#[N:23])[CH2:14][CH2:13][N:12]([C:15]([O:17][C:18]([CH3:21])([CH3:20])[CH3:19])=[O:16])[CH2:11][CH2:10]2)[CH:6]=[CH:7][CH:8]=1)#[N:2].Cl.[H][H].